Task: Predict the product of the given reaction.. Dataset: Forward reaction prediction with 1.9M reactions from USPTO patents (1976-2016) (1) Given the reactants [OH:1][C:2]1[C:11]2[C:6](=[CH:7][CH:8]=[CH:9][CH:10]=2)[O:5][C:4](=[O:12])[C:3]=1[CH:13]1[C:21]2[C:16](=[CH:17][CH:18]=[CH:19][CH:20]=2)[C:15](=[O:22])[O:14]1, predict the reaction product. The product is: [OH:1][C:2]1[C:11]2[C:6](=[CH:7][CH:8]=[CH:9][CH:10]=2)[O:5][C:4](=[O:12])[C:3]=1[CH2:13][C:21]1[CH:20]=[CH:19][CH:18]=[CH:17][C:16]=1[C:15]([OH:22])=[O:14]. (2) The product is: [C:1]([NH:10][C:11]1[S:12][C:13]([C:23]([NH:25][CH2:26][C:27]2[CH:28]=[CH:29][CH:30]=[CH:31][CH:32]=2)=[O:24])=[C:14]([CH2:16][C:17]2[CH:18]=[CH:19][CH:20]=[CH:21][CH:22]=2)[N:15]=1)(=[O:8])[C:2]1[CH:7]=[CH:6][CH:5]=[CH:4][CH:3]=1. Given the reactants [C:1](Cl)(=[O:8])[C:2]1[CH:7]=[CH:6][CH:5]=[CH:4][CH:3]=1.[NH2:10][C:11]1[S:12][C:13]([C:23]([NH:25][CH2:26][C:27]2[CH:32]=[CH:31][CH:30]=[CH:29][CH:28]=2)=[O:24])=[C:14]([CH2:16][C:17]2[CH:22]=[CH:21][CH:20]=[CH:19][CH:18]=2)[N:15]=1, predict the reaction product.